Dataset: Peptide-MHC class I binding affinity with 185,985 pairs from IEDB/IMGT. Task: Regression. Given a peptide amino acid sequence and an MHC pseudo amino acid sequence, predict their binding affinity value. This is MHC class I binding data. (1) The peptide sequence is KRLLLKLDF. The MHC is HLA-A02:01 with pseudo-sequence HLA-A02:01. The binding affinity (normalized) is 0.0847. (2) The peptide sequence is LISIFLHLV. The MHC is HLA-A26:01 with pseudo-sequence HLA-A26:01. The binding affinity (normalized) is 0.145. (3) The peptide sequence is VTAASPMLY. The MHC is HLA-A68:01 with pseudo-sequence HLA-A68:01. The binding affinity (normalized) is 0.375. (4) The peptide sequence is PLRPMTYK. The MHC is HLA-A01:01 with pseudo-sequence HLA-A01:01. The binding affinity (normalized) is 0. (5) The peptide sequence is CIHAEEKVKH. The MHC is Mamu-B08 with pseudo-sequence Mamu-B08. The binding affinity (normalized) is 0. (6) The peptide sequence is WRFDSRLAF. The MHC is HLA-B45:01 with pseudo-sequence HLA-B45:01. The binding affinity (normalized) is 0.